Predict the reactants needed to synthesize the given product. From a dataset of Full USPTO retrosynthesis dataset with 1.9M reactions from patents (1976-2016). (1) Given the product [C:21]([O:20][C:19](=[O:25])[NH:18][C@H:3]([C:1]1[NH:28][N:27]=[N:26][N:2]=1)[CH2:4][C:5]1[CH:6]=[CH:7][C:8]([C:11]2[CH:16]=[CH:15][CH:14]=[C:13]([CH3:17])[CH:12]=2)=[CH:9][CH:10]=1)([CH3:22])([CH3:24])[CH3:23], predict the reactants needed to synthesize it. The reactants are: [C:1]([C@@H:3]([NH:18][C:19](=[O:25])[O:20][C:21]([CH3:24])([CH3:23])[CH3:22])[CH2:4][C:5]1[CH:10]=[CH:9][C:8]([C:11]2[CH:16]=[CH:15][CH:14]=[C:13]([CH3:17])[CH:12]=2)=[CH:7][CH:6]=1)#[N:2].[N-:26]=[N+:27]=[N-:28].[Na+].O. (2) Given the product [CH2:18]([O:17][C:15](=[O:16])[CH2:14][C:13]1[S:8][C:7]([C:6]2[CH:10]=[CH:11][C:3]([O:2][CH3:1])=[CH:4][CH:5]=2)=[N:9][CH:20]=1)[CH3:19], predict the reactants needed to synthesize it. The reactants are: [CH3:1][O:2][C:3]1[CH:11]=[CH:10][C:6]([C:7]([NH2:9])=[S:8])=[CH:5][CH:4]=1.Br[CH:13]([CH:20]=O)[CH2:14][C:15]([O:17][CH2:18][CH3:19])=[O:16]. (3) Given the product [CH2:11]([NH:1][C:2]1[C:9]([Cl:10])=[CH:8][C:5]([C:6]#[N:7])=[CH:4][N:3]=1)[C:12]1[CH:17]=[CH:16][CH:15]=[CH:14][CH:13]=1, predict the reactants needed to synthesize it. The reactants are: [NH2:1][C:2]1[C:9]([Cl:10])=[CH:8][C:5]([C:6]#[N:7])=[CH:4][N:3]=1.[CH2:11](Br)[C:12]1[CH:17]=[CH:16][CH:15]=[CH:14][CH:13]=1.C(=O)([O-])[O-].[Cs+].[Cs+]. (4) The reactants are: [Br:1][CH2:2][C:3]([C:5]1[CH:10]=[CH:9][C:8]([Br:11])=[CH:7][CH:6]=1)=O.[F:12][C:13]([F:22])([F:21])[C:14]1[CH:15]=[CH:16][C:17]([NH2:20])=[N:18][CH:19]=1. Given the product [BrH:1].[Br:11][C:8]1[CH:9]=[CH:10][C:5]([C:3]2[N:20]=[C:17]3[CH:16]=[CH:15][C:14]([C:13]([F:21])([F:12])[F:22])=[CH:19][N:18]3[CH:2]=2)=[CH:6][CH:7]=1, predict the reactants needed to synthesize it.